From a dataset of Peptide-MHC class II binding affinity with 134,281 pairs from IEDB. Regression. Given a peptide amino acid sequence and an MHC pseudo amino acid sequence, predict their binding affinity value. This is MHC class II binding data. (1) The MHC is DRB1_1101 with pseudo-sequence DRB1_1101. The binding affinity (normalized) is 0.276. The peptide sequence is QVHFQPLPPAVVKLS. (2) The MHC is HLA-DPA10201-DPB10101 with pseudo-sequence HLA-DPA10201-DPB10101. The peptide sequence is EKKYFAETQFEPLAA. The binding affinity (normalized) is 0.898. (3) The peptide sequence is ISPSFLVYSFFVHDL. The MHC is DRB4_0101 with pseudo-sequence DRB4_0103. The binding affinity (normalized) is 0.386. (4) The peptide sequence is RLEFDEFVTLAAKFI. The MHC is DRB3_0101 with pseudo-sequence DRB3_0101. The binding affinity (normalized) is 0.142.